The task is: Predict the product of the given reaction.. This data is from Forward reaction prediction with 1.9M reactions from USPTO patents (1976-2016). The product is: [CH2:19]([O:7][C:8]1[CH:9]=[C:10]([CH:15]=[C:16]([OH:18])[CH:17]=1)[C:11]([O:13][CH3:14])=[O:12])[C:20]1[CH:25]=[CH:24][CH:23]=[CH:22][CH:21]=1. Given the reactants C(=O)([O-])[O-].[K+].[K+].[OH:7][C:8]1[CH:9]=[C:10]([CH:15]=[C:16]([OH:18])[CH:17]=1)[C:11]([O:13][CH3:14])=[O:12].[CH2:19](Br)[C:20]1[CH:25]=[CH:24][CH:23]=[CH:22][CH:21]=1, predict the reaction product.